From a dataset of Full USPTO retrosynthesis dataset with 1.9M reactions from patents (1976-2016). Predict the reactants needed to synthesize the given product. (1) Given the product [F:55][C:28]1[CH:27]=[CH:26][C:25]([CH2:24][NH:23][C:17]([C:16]2[CH:20]=[CH:21][CH:22]=[C:14]([CH:11]3[CH2:10][CH2:9][NH:8][CH2:13][CH2:12]3)[CH:15]=2)=[O:19])=[CH:30][C:29]=1[C:31]1[CH:36]=[CH:35][CH:34]=[C:33]([CH2:37][N:38]2[CH2:43][CH2:42][N:41]([C:44]([O:46][CH2:47][C:48]3[CH:53]=[CH:52][CH:51]=[CH:50][CH:49]=3)=[O:45])[C@@H:40]([CH3:54])[CH2:39]2)[CH:32]=1, predict the reactants needed to synthesize it. The reactants are: CC(OC([N:8]1[CH2:13][CH2:12][CH:11]([C:14]2[CH:15]=[C:16]([CH:20]=[CH:21][CH:22]=2)[C:17]([OH:19])=O)[CH2:10][CH2:9]1)=O)(C)C.[NH2:23][CH2:24][C:25]1[CH:26]=[CH:27][C:28]([F:55])=[C:29]([C:31]2[CH:36]=[CH:35][CH:34]=[C:33]([CH2:37][N:38]3[CH2:43][CH2:42][N:41]([C:44]([O:46][CH2:47][C:48]4[CH:53]=[CH:52][CH:51]=[CH:50][CH:49]=4)=[O:45])[C@@H:40]([CH3:54])[CH2:39]3)[CH:32]=2)[CH:30]=1.CCN(C(C)C)C(C)C.CN(C(ON1N=NC2C=CC=NC1=2)=[N+](C)C)C.F[P-](F)(F)(F)(F)F.C([O-])([O-])=O.[Na+].[Na+]. (2) The reactants are: C(OC([NH:8][C@H:9]([CH2:46][C:47]1[CH:52]=[CH:51][CH:50]=[CH:49][CH:48]=1)[CH2:10][N:11]([CH2:29][C@@H:30]([NH:38]C(OC(C)(C)C)=O)[CH2:31][C:32]1[CH:37]=[CH:36][CH:35]=[CH:34][CH:33]=1)C(OCC1C2C=CC=CC=2C2C1=CC=CC=2)=O)=O)(C)(C)C.FC(F)(F)[C:55]([OH:57])=[O:56].[C:60](=[O:78])([O:71][CH2:72][C:73]1[S:77][CH:76]=[N:75][CH:74]=1)OC1C=CC([N+]([O-])=O)=CC=1. Given the product [S:77]1[C:73]([CH2:72][O:57][C:55]([NH:38][C@H:30]([CH2:31][C:32]2[CH:33]=[CH:34][CH:35]=[CH:36][CH:37]=2)[CH2:29][NH:11][CH2:10][C@@H:9]([NH:8][C:60]([O:71][CH2:72][C:73]2[S:77][CH:76]=[N:75][CH:74]=2)=[O:78])[CH2:46][C:47]2[CH:48]=[CH:49][CH:50]=[CH:51][CH:52]=2)=[O:56])=[CH:74][N:75]=[CH:76]1, predict the reactants needed to synthesize it. (3) Given the product [CH3:20][O:19][C:17]([C@@H:9]1[C@H:10]([C:11]2[CH:16]=[CH:15][CH:14]=[CH:13][CH:12]=2)[C@H:8]1[C:5]1[CH:6]=[CH:7][C:2]([C:29]2[CH:30]=[CH:31][C:23]3[N:22]([CH3:21])[CH2:27][CH2:26][O:25][C:24]=3[CH:28]=2)=[CH:3][CH:4]=1)=[O:18], predict the reactants needed to synthesize it. The reactants are: Br[C:2]1[CH:7]=[CH:6][C:5]([C@@H:8]2[C@@H:10]([C:11]3[CH:16]=[CH:15][CH:14]=[CH:13][CH:12]=3)[C@H:9]2[C:17]([O:19][CH3:20])=[O:18])=[CH:4][CH:3]=1.[CH3:21][N:22]1[CH2:27][CH2:26][O:25][C:24]2[CH:28]=[C:29](B3OC(C)(C)C(C)(C)O3)[CH:30]=[CH:31][C:23]1=2. (4) Given the product [Si:11]([O:10][CH2:9][CH:8]=[O:21])([C:12]([CH3:13])([CH3:14])[CH3:15])([CH3:16])[CH3:17], predict the reactants needed to synthesize it. The reactants are: [CH3:13][C:12]([CH3:15])([Si:11]([CH3:17])([CH3:16])[O:10][CH2:9]/[CH:8]=[CH:8]\[CH2:9][O:10][Si:11]([CH3:17])([CH3:16])[C:12]([CH3:15])([CH3:14])[CH3:13])[CH3:14].[O:21]=[O+][O-].C1C=CC(P(C2C=CC=CC=2)C2C=CC=CC=2)=CC=1. (5) Given the product [Br:1][C:2]1[CH:7]=[CH:6][C:5]2[O:8][C:17](=[O:27])[NH:16][CH:9]([C:10]3[CH:11]=[CH:12][CH:13]=[CH:14][CH:15]=3)[C:4]=2[CH:3]=1, predict the reactants needed to synthesize it. The reactants are: [Br:1][C:2]1[CH:7]=[CH:6][C:5]([OH:8])=[C:4]([CH:9]([NH:16][CH2:17]C2C=CC(OC)=CC=2)[C:10]2[CH:15]=[CH:14][CH:13]=[CH:12][CH:11]=2)[CH:3]=1.S(S([O-])=O)([O-])(=O)=[O:27].[Na+].[Na+]. (6) Given the product [CH2:25]([O:4][C:3](=[O:5])[C:2](=[O:1])[CH2:6][CH2:7][C:8]([OH:10])=[O:9])[CH2:24][CH2:23][CH2:22][CH2:21][CH2:20][CH2:19][CH2:18][CH2:17][CH2:16][CH2:15][CH3:14], predict the reactants needed to synthesize it. The reactants are: [O:1]=[C:2]([CH2:6][CH2:7][C:8]([OH:10])=[O:9])[C:3]([OH:5])=[O:4].[H-].[Na+].[Na].[CH2:14](Br)[CH2:15][CH2:16][CH2:17][CH2:18][CH2:19][CH2:20][CH2:21][CH2:22][CH2:23][CH2:24][CH3:25]. (7) Given the product [CH3:8][C:7]1[C:2]([C:18]2[CH:23]=[CH:22][N:21]=[C:20]([N:24]3[CH2:25][CH2:26][O:27][CH2:28][CH2:29]3)[CH:19]=2)=[CH:3][C:4]([NH2:9])=[CH:5][N:6]=1, predict the reactants needed to synthesize it. The reactants are: Br[C:2]1[CH:3]=[C:4]([NH2:9])[CH:5]=[N:6][C:7]=1[CH3:8].CC1(C)C(C)(C)OB([C:18]2[CH:23]=[CH:22][N:21]=[C:20]([N:24]3[CH2:29][CH2:28][O:27][CH2:26][CH2:25]3)[CH:19]=2)O1. (8) Given the product [CH:29]1([CH2:35][NH:28][C:19]2[CH:20]=[C:21]([C:24]([F:25])([F:27])[F:26])[CH:22]=[CH:23][C:18]=2[C:14]2[CH:13]=[C:12]([O:11][C:8]3[CH:9]=[C:10]4[C:5]([CH:4]=[CH:3][CH:2]=[N:1]4)=[CH:6][CH:7]=3)[N:17]=[CH:16][N:15]=2)[CH2:34][CH2:33][CH2:32][CH2:31][CH2:30]1, predict the reactants needed to synthesize it. The reactants are: [N:1]1[C:10]2[C:5](=[CH:6][CH:7]=[C:8]([O:11][C:12]3[N:17]=[CH:16][N:15]=[C:14]([C:18]4[CH:23]=[CH:22][C:21]([C:24]([F:27])([F:26])[F:25])=[CH:20][C:19]=4[NH2:28])[CH:13]=3)[CH:9]=2)[CH:4]=[CH:3][CH:2]=1.[CH:29]1([CH:35]=O)[CH2:34][CH2:33][CH2:32][CH2:31][CH2:30]1.[BH-](OC(C)=O)(OC(C)=O)OC(C)=O.[Na+].